Dataset: Reaction yield outcomes from USPTO patents with 853,638 reactions. Task: Predict the reaction yield, written as a fraction of the theoretical maximum amount of product (1.0 means a 100% yield; for example, 0.34 means a 34% yield). (1) The reactants are [CH:1](/B(O)O)=[CH:2]\[C:3]1[CH:8]=[CH:7][CH:6]=[CH:5][CH:4]=1.O1CCOCC1.Br[C:19]1[CH:31]=[CH:30][C:22]([C:23]([O:25][C:26]([CH3:29])([CH3:28])[CH3:27])=[O:24])=[CH:21][CH:20]=1.C(=O)([O-])[O-].[Na+].[Na+]. The catalyst is C1C=CC([P]([Pd]([P](C2C=CC=CC=2)(C2C=CC=CC=2)C2C=CC=CC=2)([P](C2C=CC=CC=2)(C2C=CC=CC=2)C2C=CC=CC=2)[P](C2C=CC=CC=2)(C2C=CC=CC=2)C2C=CC=CC=2)(C2C=CC=CC=2)C2C=CC=CC=2)=CC=1.O. The product is [CH:1](/[C:19]1[CH:31]=[CH:30][C:22]([C:23]([O:25][C:26]([CH3:27])([CH3:28])[CH3:29])=[O:24])=[CH:21][CH:20]=1)=[CH:2]\[C:3]1[CH:8]=[CH:7][CH:6]=[CH:5][CH:4]=1. The yield is 0.180. (2) The reactants are [CH2:1]([N:8]1[C@H:13]([C:14](OCC)=[O:15])[CH2:12][N:11]([S:19]([C:22]2[CH:27]=[CH:26][CH:25]=[CH:24][CH:23]=2)(=[O:21])=[O:20])[CH2:10][C@@H:9]1[C:28](OCC)=[O:29])[C:2]1[CH:7]=[CH:6][CH:5]=[CH:4][CH:3]=1.C([O-])([O-])=O.[Na+].[Na+]. The catalyst is C1COCC1. The product is [CH2:1]([N:8]1[CH:13]([CH2:14][OH:15])[CH2:12][N:11]([S:19]([C:22]2[CH:23]=[CH:24][CH:25]=[CH:26][CH:27]=2)(=[O:21])=[O:20])[CH2:10][CH:9]1[CH2:28][OH:29])[C:2]1[CH:3]=[CH:4][CH:5]=[CH:6][CH:7]=1. The yield is 0.800. (3) The reactants are [CH3:1][O:2][C:3]1[CH:4]=[C:5]2[C:10](=[CH:11][C:12]=1[O:13][CH2:14][CH2:15][CH2:16][N:17]1[CH2:22][CH2:21][CH2:20][CH2:19][CH2:18]1)[N:9]=[CH:8][N:7](COC(=O)C(C)(C)C)[C:6]2=[O:31]. The catalyst is N.CO. The product is [CH3:1][O:2][C:3]1[CH:4]=[C:5]2[C:10](=[CH:11][C:12]=1[O:13][CH2:14][CH2:15][CH2:16][N:17]1[CH2:22][CH2:21][CH2:20][CH2:19][CH2:18]1)[N:9]=[CH:8][NH:7][C:6]2=[O:31]. The yield is 0.950. (4) The reactants are [CH:1]1([CH2:4][N:5]2[CH2:10][CH2:9][CH:8]([N:11]([CH3:32])[C:12](=[O:31])[CH2:13][O:14][C:15]3[N:20]=[C:19]([CH3:21])[C:18]([NH:22]C(=O)OC(C)(C)C)=[C:17]([CH3:30])[N:16]=3)[CH2:7][CH2:6]2)[CH2:3][CH2:2]1.Cl.[OH-].[Na+]. The catalyst is C(Cl)(Cl)Cl. The product is [NH2:22][C:18]1[C:19]([CH3:21])=[N:20][C:15]([O:14][CH2:13][C:12]([N:11]([CH:8]2[CH2:9][CH2:10][N:5]([CH2:4][CH:1]3[CH2:3][CH2:2]3)[CH2:6][CH2:7]2)[CH3:32])=[O:31])=[N:16][C:17]=1[CH3:30]. The yield is 0.620. (5) The reactants are [OH-].[Li+].[N:3]1([C:9]2[CH:18]=[CH:17][C:12]([C:13]([O:15]C)=[O:14])=[CH:11][C:10]=2[C:19]([F:22])([F:21])[F:20])[CH2:8][CH2:7][CH2:6][CH2:5][CH2:4]1. The catalyst is C1COCC1.O. The product is [N:3]1([C:9]2[CH:18]=[CH:17][C:12]([C:13]([OH:15])=[O:14])=[CH:11][C:10]=2[C:19]([F:20])([F:21])[F:22])[CH2:8][CH2:7][CH2:6][CH2:5][CH2:4]1. The yield is 0.950. (6) The reactants are Cl[C:2]1[N:3]=[C:4]([N:22]2[CH2:27][CH2:26][O:25][CH2:24][CH2:23]2)[C:5]2[S:10][C:9]([CH2:11][N:12]3[CH2:17][CH2:16][N:15]([S:18]([CH3:21])(=[O:20])=[O:19])[CH2:14][CH2:13]3)=[CH:8][C:6]=2[N:7]=1.C(OC(=O)[NH:34][C:35]1[S:36][C:37]([Sn](CCCC)(CCCC)CCCC)=[CH:38][N:39]=1)(C)(C)C. The catalyst is CC(N(C)C)=O.C1C=CC([P]([Pd]([P](C2C=CC=CC=2)(C2C=CC=CC=2)C2C=CC=CC=2)([P](C2C=CC=CC=2)(C2C=CC=CC=2)C2C=CC=CC=2)[P](C2C=CC=CC=2)(C2C=CC=CC=2)C2C=CC=CC=2)(C2C=CC=CC=2)C2C=CC=CC=2)=CC=1. The product is [O:25]1[CH2:26][CH2:27][N:22]([C:4]2[C:5]3[S:10][C:9]([CH2:11][N:12]4[CH2:17][CH2:16][N:15]([S:18]([CH3:21])(=[O:20])=[O:19])[CH2:14][CH2:13]4)=[CH:8][C:6]=3[N:7]=[C:2]([C:37]3[S:36][C:35]([NH2:34])=[N:39][CH:38]=3)[N:3]=2)[CH2:23][CH2:24]1. The yield is 0.360. (7) The reactants are [F:1][C:2]1[CH:3]=[C:4]([CH3:15])[C:5]([N+:12]([O-])=O)=[C:6]([CH:11]=1)[C:7]([O:9][CH3:10])=[O:8]. The catalyst is CO.[Pd]. The product is [NH2:12][C:5]1[C:4]([CH3:15])=[CH:3][C:2]([F:1])=[CH:11][C:6]=1[C:7]([O:9][CH3:10])=[O:8]. The yield is 0.940.